Dataset: Reaction yield outcomes from USPTO patents with 853,638 reactions. Task: Predict the reaction yield, written as a fraction of the theoretical maximum amount of product (1.0 means a 100% yield; for example, 0.34 means a 34% yield). (1) The reactants are [C:1]([O:4][C@H:5]1[CH2:22][CH2:21][C@@:20]2([CH3:23])[C:7](=[CH:8][CH2:9][C@@H:10]3[C@@H:19]2[CH2:18][CH2:17][C@@:15]2([CH3:16])[C@H:11]3[CH2:12][C:13]([CH:25]=[O:26])=[C:14]2Cl)[CH2:6]1)(=[O:3])[CH3:2].[N:27]1[C:31]2[CH:32]=[CH:33][CH:34]=[CH:35][C:30]=2[NH:29][CH:28]=1.C([O-])([O-])=O.[K+].[K+]. The catalyst is CN(C=O)C. The product is [C:1]([O:4][C@H:5]1[CH2:22][CH2:21][C@@:20]2([CH3:23])[C:7](=[CH:8][CH2:9][C@@H:10]3[C@@H:19]2[CH2:18][CH2:17][C@@:15]2([CH3:16])[C@H:11]3[CH2:12][C:13]([CH:25]=[O:26])=[C:14]2[N:27]2[C:31]3[CH:32]=[CH:33][CH:34]=[CH:35][C:30]=3[N:29]=[CH:28]2)[CH2:6]1)(=[O:3])[CH3:2]. The yield is 0.887. (2) The reactants are N1(C([O-])=O)CCCCC1.Br[C:11]1[N:12]=[C:13]2[C:19]([C:20]([NH:22][C:23]([CH3:26])([CH3:25])[CH3:24])=[O:21])=[CH:18][N:17]([CH2:27][O:28][CH2:29][CH2:30][Si:31]([CH3:34])([CH3:33])[CH3:32])[C:14]2=[N:15][CH:16]=1.[OH:35][CH:36]1[CH2:41][CH2:40][N:39]([C:42]([O:44][C:45]([CH3:48])([CH3:47])[CH3:46])=[O:43])[CH2:38][CH2:37]1.C([O-])([O-])=O.[Cs+].[Cs+]. The product is [C:23]([NH:22][C:20]([C:19]1[C:13]2[C:14](=[N:15][CH:16]=[C:11]([O:35][CH:36]3[CH2:37][CH2:38][N:39]([C:42]([O:44][C:45]([CH3:48])([CH3:47])[CH3:46])=[O:43])[CH2:40][CH2:41]3)[N:12]=2)[N:17]([CH2:27][O:28][CH2:29][CH2:30][Si:31]([CH3:34])([CH3:33])[CH3:32])[CH:18]=1)=[O:21])([CH3:26])([CH3:25])[CH3:24]. The catalyst is C1(C)C=CC=CC=1.C1C=CC(/C=C/C(/C=C/C2C=CC=CC=2)=O)=CC=1.C1C=CC(/C=C/C(/C=C/C2C=CC=CC=2)=O)=CC=1.C1C=CC(/C=C/C(/C=C/C2C=CC=CC=2)=O)=CC=1.[Pd].[Pd].C1C=CC(P(C2C=CC=CC=2)[C-]2C=CC=C2)=CC=1.C1C=CC(P(C2C=CC=CC=2)[C-]2C=CC=C2)=CC=1.[Fe+2]. The yield is 0.627. (3) The catalyst is C1COCC1. The yield is 0.500. The product is [CH3:16][C:15]1[CH:14]=[CH:13][S:12][C:11]=1[C:9]1[C:8](=[O:17])[NH:7][C:6](=[O:18])[N:5]([CH2:4][CH2:3][CH:2]=[O:1])[CH:10]=1. The reactants are [OH:1][CH2:2][CH2:3][CH2:4][N:5]1[CH:10]=[C:9]([C:11]2[S:12][CH:13]=[CH:14][C:15]=2[CH3:16])[C:8](=[O:17])[NH:7][C:6]1=[O:18].CC(OI1(OC(C)=O)(OC(C)=O)OC(=O)C2C=CC=CC1=2)=O.C(OCC)(=O)C. (4) The reactants are [Cl:1][C:2]1[CH:7]=[C:6]([Cl:8])[CH:5]=[CH:4][C:3]=1[C:9]1[N:10]=[C:11](/[CH:14]=[CH:15]/[C:16]2[CH:21]=[CH:20][C:19]([O:22][CH3:23])=[CH:18][CH:17]=2)[NH:12][CH:13]=1.Br[CH2:25][C:26]([O:28]C)=[O:27]. No catalyst specified. The product is [Cl:1][C:2]1[CH:7]=[C:6]([Cl:8])[CH:5]=[CH:4][C:3]=1[C:9]1[N:10]=[C:11](/[CH:14]=[CH:15]/[C:16]2[CH:17]=[CH:18][C:19]([O:22][CH3:23])=[CH:20][CH:21]=2)[N:12]([CH2:25][C:26]([OH:28])=[O:27])[CH:13]=1. The yield is 0.560. (5) The reactants are [CH3:1][C:2]1[CH:7]=[CH:6][C:5]([B:8]([OH:10])[OH:9])=[CH:4][C:3]=1[N+:11]([O-])=O. The catalyst is CO.[Pd]. The product is [NH2:11][C:3]1[CH:4]=[C:5]([B:8]([OH:10])[OH:9])[CH:6]=[CH:7][C:2]=1[CH3:1]. The yield is 0.910. (6) The reactants are C(O)(=O)C(O)=[O:3].[CH3:7][N:8]1[C@@H:24]2[CH2:25][C:13]3[CH:14]=[CH:15][C:16]([O:28][CH3:29])=[C:17]4[O:18][C@H:19]5[C:20]([O:26]C)=[CH:21][CH:22]=[C:23]2[C@:11]5([C:12]=34)[CH2:10][CH2:9]1.OO.P([O-])([O-])([O-])=O.[OH-].[K+]. The catalyst is O.C(O)=O. The product is [CH3:7][N:8]1[C@@H:24]2[CH2:25][C:13]3[CH:14]=[CH:15][C:16]([O:28][CH3:29])=[C:17]4[O:18][CH:19]5[C:20]([CH:21]=[CH:22][C@:23]2([OH:3])[C@:11]5([C:12]=34)[CH2:10][CH2:9]1)=[O:26]. The yield is 0.890. (7) The reactants are [NH2:1][C:2]1[CH:3]=[CH:4][C:5]2[S:9][C:8]([S:10][CH2:11][C:12]([N:14]3[C:23]4[C:18](=[CH:19][CH:20]=[CH:21][CH:22]=4)[CH2:17][CH2:16][CH2:15]3)=[O:13])=[N:7][C:6]=2[CH:24]=1.[CH3:25][S:26](Cl)(=[O:28])=[O:27].N1C=CC=CC=1. The catalyst is C(Cl)Cl. The product is [N:14]1([C:12](=[O:13])[CH2:11][S:10][C:8]2[S:9][C:5]3[CH:4]=[CH:3][C:2]([NH:1][S:26]([CH3:25])(=[O:28])=[O:27])=[CH:24][C:6]=3[N:7]=2)[C:23]2[C:18](=[CH:19][CH:20]=[CH:21][CH:22]=2)[CH2:17][CH2:16][CH2:15]1. The yield is 0.600.